Dataset: Forward reaction prediction with 1.9M reactions from USPTO patents (1976-2016). Task: Predict the product of the given reaction. (1) Given the reactants [F:1][C:2]1[CH:10]=[CH:9][CH:8]=[C:7]([F:11])[C:3]=1[C:4](Cl)=[O:5].[CH3:12][C:13]1[O:14][C:15]2[CH:28]=[CH:27][CH:26]=[CH:25][C:16]=2[C:17]=1[C:18]1[N:19]=[CH:20][C:21]([NH2:24])=[N:22][CH:23]=1.CCN(C(C)C)C(C)C, predict the reaction product. The product is: [F:1][C:2]1[CH:10]=[CH:9][CH:8]=[C:7]([F:11])[C:3]=1[C:4]([NH:24][C:21]1[CH:20]=[N:19][C:18]([C:17]2[C:16]3[CH:25]=[CH:26][CH:27]=[CH:28][C:15]=3[O:14][C:13]=2[CH3:12])=[CH:23][N:22]=1)=[O:5]. (2) Given the reactants [C:1]([O:5][C:6]([N:8]1[CH2:13][CH2:12][NH:11][CH2:10][CH2:9]1)=[O:7])([CH3:4])([CH3:3])[CH3:2].Cl[S:15]([C:18]1[CH:19]=[C:20]2[C:25](=[CH:26][CH:27]=1)[CH:24]=[N:23][CH:22]=[CH:21]2)(=[O:17])=[O:16].NC1C=C2C(=CC=1)C=NC=C2.Cl.Cl.N1(S(C2C=C3C(=CC=2)C=NC=C3)(=O)=O)CCNCC1, predict the reaction product. The product is: [C:1]([O:5][C:6]([N:8]1[CH2:13][CH2:12][N:11]([S:15]([C:18]2[CH:19]=[C:20]3[C:25](=[CH:26][CH:27]=2)[CH:24]=[N:23][CH:22]=[CH:21]3)(=[O:16])=[O:17])[CH2:10][CH2:9]1)=[O:7])([CH3:4])([CH3:2])[CH3:3]. (3) The product is: [CH:1]1([CH:7]([NH:27][C:28]2[CH:29]=[CH:30][C:31]([C:34]([N:36]([CH3:44])[CH2:37][CH2:38][C:39]([OH:41])=[O:40])=[O:35])=[CH:32][CH:33]=2)[C:9]2[N:13]([CH2:14][CH3:15])[N:12]=[C:11]([C:16]3[CH:21]=[CH:20][C:19]([O:22][C:23]([F:26])([F:25])[F:24])=[CH:18][CH:17]=3)[CH:10]=2)[CH2:6][CH2:5][CH2:4][CH2:3][CH2:2]1. Given the reactants [CH:1]1([CH:7]([C:9]2[N:13]([CH2:14][CH3:15])[N:12]=[C:11]([C:16]3[CH:21]=[CH:20][C:19]([O:22][C:23]([F:26])([F:25])[F:24])=[CH:18][CH:17]=3)[CH:10]=2)O)[CH2:6][CH2:5][CH2:4][CH2:3][CH2:2]1.[NH2:27][C:28]1[CH:33]=[CH:32][C:31]([C:34]([N:36]([CH3:44])[CH2:37][CH2:38][C:39]([O:41]CC)=[O:40])=[O:35])=[CH:30][CH:29]=1, predict the reaction product.